From a dataset of Forward reaction prediction with 1.9M reactions from USPTO patents (1976-2016). Predict the product of the given reaction. (1) The product is: [CH3:34][N:33]1[CH2:35][CH2:36][C:10]2([C:9]3[C:4](=[CH:5][CH:6]=[C:7]([NH:11][C:12](=[O:18])[O:13][C:14]([CH3:15])([CH3:17])[CH3:16])[CH:8]=3)[NH:3][C:2]2=[O:1])[CH2:31][CH2:32]1. Given the reactants [O:1]=[C:2]1[CH2:10][C:9]2[C:4](=[CH:5][CH:6]=[C:7]([NH:11][C:12](=[O:18])[O:13][C:14]([CH3:17])([CH3:16])[CH3:15])[CH:8]=2)[NH:3]1.C[Si](C)(C)[N-][Si](C)(C)C.[Na+].Cl.Cl[CH2:31][CH2:32][N:33]([CH2:35][CH2:36]Cl)[CH3:34], predict the reaction product. (2) Given the reactants [CH2-:1][C:2]([CH3:4])=[O:3].[CH2-]C(C)=O.[C:9]([OH:18])(=[O:17])[CH:10]([CH:12]([C:14]([OH:16])=[O:15])O)O.CC(C)([O-])C.[K+].Cl.O1CCOCC1, predict the reaction product. The product is: [CH3:1][C:2]1([CH3:4])[O:16][C:14](=[O:15])/[C:12](=[CH:10]/[C:9]([OH:18])=[O:17])/[O:3]1.